Predict the reaction yield, written as a fraction of the theoretical maximum amount of product (1.0 means a 100% yield; for example, 0.34 means a 34% yield). From a dataset of Reaction yield outcomes from USPTO patents with 853,638 reactions. (1) The catalyst is CC(=O)CC. The product is [ClH:6].[CH3:9][N:8]([CH2:10][CH:11]1[CH:17]([C:18]2[CH:19]=[C:20]([OH:24])[CH:21]=[CH:22][CH:23]=2)[CH2:16][CH:15]2[CH2:25][CH:12]1[CH2:13][CH2:14]2)[CH3:7]. The yield is 0.998. The reactants are O.C[Si]([Cl:6])(C)C.[CH3:7][N:8]([CH2:10][CH:11]1[CH:17]([C:18]2[CH:19]=[C:20]([OH:24])[CH:21]=[CH:22][CH:23]=2)[CH2:16][CH:15]2[CH2:25][CH:12]1[CH2:13][CH2:14]2)[CH3:9]. (2) The reactants are [CH2:1]([C:3]1[N:7]([C:8]2[C:16]3[O:15][CH2:14][C@@H:13]([NH:17][C:18]4[CH:30]=[CH:29][C:21]5[C@H:22]([CH2:25][C:26]([OH:28])=[O:27])[CH2:23][O:24][C:20]=5[CH:19]=4)[C:12]=3[CH:11]=[CH:10][CH:9]=2)[C:6]2[CH:31]=[C:32]([F:35])[CH:33]=[CH:34][C:5]=2[N:4]=1)[CH3:2].[OH-].[Na+:37]. The catalyst is O1CCCC1.C(#N)C. The product is [CH2:1]([C:3]1[N:7]([C:8]2[C:16]3[O:15][CH2:14][C@@H:13]([NH:17][C:18]4[CH:30]=[CH:29][C:21]5[C@H:22]([CH2:25][C:26]([O-:28])=[O:27])[CH2:23][O:24][C:20]=5[CH:19]=4)[C:12]=3[CH:11]=[CH:10][CH:9]=2)[C:6]2[CH:31]=[C:32]([F:35])[CH:33]=[CH:34][C:5]=2[N:4]=1)[CH3:2].[Na+:37]. The yield is 0.890. (3) The reactants are [CH:1]([C:4]1[CH:9]=[C:8]([O:10][CH3:11])[CH:7]=[CH:6][C:5]=1[S:12]([C:15]1[CH:20]=[CH:19][C:18]([CH3:21])=[CH:17][CH:16]=1)(=[O:14])=[O:13])([CH3:3])[CH3:2].[C:22](Cl)(=[O:24])[CH3:23].[Al+3].[Cl-].[Cl-].[Cl-]. The catalyst is ClCCCl. The product is [CH:1]([C:4]1[C:5]([S:12]([C:15]2[CH:16]=[CH:17][C:18]([CH3:21])=[CH:19][CH:20]=2)(=[O:13])=[O:14])=[CH:6][C:7]([C:22](=[O:24])[CH3:23])=[C:8]([O:10][CH3:11])[CH:9]=1)([CH3:3])[CH3:2]. The yield is 0.790. (4) The reactants are [CH:1]1([C:6]([C:8]2[CH:13]=[C:12]([CH3:14])[CH:11]=[CH:10][C:9]=2[NH:15][C:16](=[O:30])[NH:17][C:18]2[S:19][CH:20]=[C:21]([CH2:23][CH2:24]OS(C)(=O)=O)[N:22]=2)=[O:7])[CH2:5][CH2:4][CH2:3][CH2:2]1.[SH:31][C:32]1[CH:37]=[CH:36][CH:35]=[CH:34][N:33]=1. No catalyst specified. The product is [CH:1]1([C:6]([C:8]2[CH:13]=[C:12]([CH3:14])[CH:11]=[CH:10][C:9]=2[NH:15][C:16]([NH:17][C:18]2[S:19][CH:20]=[C:21]([CH2:23][CH2:24][S:31][C:32]3[CH:37]=[CH:36][CH:35]=[CH:34][N:33]=3)[N:22]=2)=[O:30])=[O:7])[CH2:2][CH2:3][CH2:4][CH2:5]1. The yield is 4.67. (5) The reactants are [CH3:1][NH2:2].[NH2:3][C:4]1[C:14]([CH3:15])=[CH:13][C:12]([C:16]#[N:17])=[CH:11][C:5]=1[C:6]([O:8]CC)=O.C[O-].[Na+].[OH-].[Na+]. The catalyst is CO. The product is [NH2:3][C:4]1[C:14]([CH3:15])=[CH:13][C:12]([C:16]#[N:17])=[CH:11][C:5]=1[C:6]([NH:2][CH3:1])=[O:8]. The yield is 0.803. (6) The reactants are [C:1]([O:5][C:6]([N:8]1[CH:14]([C:15](=O)[NH:16][CH2:17][C:18]([C:20]2[CH:25]=[CH:24][C:23]([Br:26])=[CH:22][CH:21]=2)=O)[CH2:13][C:10]2([CH2:12][CH2:11]2)[CH2:9]1)=[O:7])([CH3:4])([CH3:3])[CH3:2].C([O-])(=O)C.[NH4+:32]. The catalyst is CCOC(C)=O. The product is [C:1]([O:5][C:6]([N:8]1[CH:14]([C:15]2[NH:32][C:18]([C:20]3[CH:25]=[CH:24][C:23]([Br:26])=[CH:22][CH:21]=3)=[CH:17][N:16]=2)[CH2:13][C:10]2([CH2:12][CH2:11]2)[CH2:9]1)=[O:7])([CH3:4])([CH3:3])[CH3:2]. The yield is 0.610. (7) The reactants are FC(F)(F)C1C=C(S(Cl)(=O)=O)C=CC=1.N1CC[C@H](O[N:21]2[C:29](=[O:30])[C:28]3[C:23](=[CH:24][CH:25]=[CH:26][CH:27]=3)[C:22]2=[O:31])C1.FC(F)(F)C(O)=O.C(N(CC)C(C)C)(C)C. The catalyst is C(Cl)Cl. The product is [C:22]1(=[O:31])[C:23]2[C:28](=[CH:27][CH:26]=[CH:25][CH:24]=2)[C:29](=[O:30])[NH:21]1. The yield is 0.530. (8) The reactants are [N:1]1[CH:6]=[CH:5][CH:4]=[CH:3][C:2]=1[C:7]([NH:9][C:10]1[C:11]([C:15]([OH:17])=O)=[N:12][NH:13][CH:14]=1)=[O:8].[CH2:18]([NH2:25])[C:19]1[CH:24]=[CH:23][CH:22]=[CH:21][CH:20]=1.C1C=CC2N(O)N=NC=2C=1.CCN=C=NCCCN(C)C. The catalyst is CN(C=O)C.O. The product is [CH2:18]([NH:25][C:15]([C:11]1[C:10]([NH:9][C:7]([C:2]2[CH:3]=[CH:4][CH:5]=[CH:6][N:1]=2)=[O:8])=[CH:14][NH:13][N:12]=1)=[O:17])[C:19]1[CH:24]=[CH:23][CH:22]=[CH:21][CH:20]=1. The yield is 0.460.